From a dataset of Catalyst prediction with 721,799 reactions and 888 catalyst types from USPTO. Predict which catalyst facilitates the given reaction. Reactant: [NH2:1][C:2]1[C:7]([C:8]2[N:26]([C:27]3[CH:32]=[CH:31][C:30]([C:33]4([NH:37]C(=O)OC(C)(C)C)[CH2:36][CH2:35][CH2:34]4)=[CH:29][CH:28]=3)[C:11]3=[N:12][C:13]([C:16]4[CH:21]=[CH:20][CH:19]=[C:18]([NH:22][CH2:23][CH2:24][OH:25])[CH:17]=4)=[CH:14][CH:15]=[C:10]3[N:9]=2)=[CH:6][CH:5]=[CH:4][N:3]=1.[ClH:45].O1CCOCC1. Product: [ClH:45].[ClH:45].[ClH:45].[NH2:37][C:33]1([C:30]2[CH:31]=[CH:32][C:27]([N:26]3[C:11]4=[N:12][C:13]([C:16]5[CH:17]=[C:18]([NH:22][CH2:23][CH2:24][OH:25])[CH:19]=[CH:20][CH:21]=5)=[CH:14][CH:15]=[C:10]4[N:9]=[C:8]3[C:7]3[C:2]([NH2:1])=[N:3][CH:4]=[CH:5][CH:6]=3)=[CH:28][CH:29]=2)[CH2:34][CH2:35][CH2:36]1. The catalyst class is: 2.